From a dataset of NCI-60 drug combinations with 297,098 pairs across 59 cell lines. Regression. Given two drug SMILES strings and cell line genomic features, predict the synergy score measuring deviation from expected non-interaction effect. (1) Drug 1: CC12CCC(CC1=CCC3C2CCC4(C3CC=C4C5=CN=CC=C5)C)O. Drug 2: C1=NC2=C(N1)C(=S)N=CN2. Cell line: K-562. Synergy scores: CSS=24.7, Synergy_ZIP=-8.13, Synergy_Bliss=-12.3, Synergy_Loewe=-37.6, Synergy_HSA=-11.9. (2) Drug 2: C1CN(CCN1C(=O)CCBr)C(=O)CCBr. Cell line: ACHN. Synergy scores: CSS=40.6, Synergy_ZIP=5.85, Synergy_Bliss=8.17, Synergy_Loewe=-19.9, Synergy_HSA=2.09. Drug 1: CC1=CC2C(CCC3(C2CCC3(C(=O)C)OC(=O)C)C)C4(C1=CC(=O)CC4)C.